Dataset: Full USPTO retrosynthesis dataset with 1.9M reactions from patents (1976-2016). Task: Predict the reactants needed to synthesize the given product. (1) Given the product [CH:1]1([CH2:7][N:8]2[C:12]([C:13]3[CH:18]=[C:17]([C:19]([CH3:22])([CH3:20])[CH3:21])[CH:16]=[C:15]([C:23]([CH3:24])([CH3:25])[CH3:26])[CH:14]=3)=[CH:11][C:10]([S:27]([NH:30][CH2:35][CH2:36][C:37]([O:39][CH3:40])=[O:38])(=[O:29])=[O:28])=[C:9]2[CH3:31])[CH2:2][CH2:3][CH2:4][CH2:5][CH2:6]1, predict the reactants needed to synthesize it. The reactants are: [CH:1]1([CH2:7][N:8]2[C:12]([C:13]3[CH:18]=[C:17]([C:19]([CH3:22])([CH3:21])[CH3:20])[CH:16]=[C:15]([C:23]([CH3:26])([CH3:25])[CH3:24])[CH:14]=3)=[CH:11][C:10]([S:27]([NH2:30])(=[O:29])=[O:28])=[C:9]2[CH3:31])[CH2:6][CH2:5][CH2:4][CH2:3][CH2:2]1.[H-].[Na+].Br[CH2:35][CH2:36][C:37]([O:39][CH2:40]C)=[O:38].O. (2) Given the product [N:1]1([C:9]([O:11][C:12]([CH3:15])([CH3:14])[CH3:13])=[O:10])[CH2:8][CH2:7][CH2:6][C@H:2]1[C:3]([NH:32][C@H:33]([C:25]([N:16]1[CH2:20][CH2:19][CH2:18][C@H:17]1[C:22]([NH:32][C@H:33]([C:49]([CH2:42][C:43]1[CH:44]=[CH:45][CH:46]=[CH:47][CH:48]=1)=[O:51])[CH2:34][C:35]1[CH:36]=[CH:37][C:38]([O:41][CH2:42][C:43]2[CH:44]=[CH:45][CH:46]=[CH:47][CH:48]=2)=[CH:39][CH:40]=1)=[O:24])=[O:27])[CH2:34][CH2:35][CH2:36][CH3:37])=[O:5], predict the reactants needed to synthesize it. The reactants are: [N:1]1([C:9]([O:11][C:12]([CH3:15])([CH3:14])[CH3:13])=[O:10])[CH2:8][CH2:7][CH2:6][C@H:2]1[C:3]([OH:5])=O.[NH:16]([C:25]([O:27]C(C)(C)C)=O)[C@H:17]([C:22]([OH:24])=O)[CH2:18][CH2:19][CH2:20]C.[NH2:32][C@H:33]([C:49]([O:51]CC1C=CC=CC=1)=O)[CH2:34][C:35]1[CH:40]=[CH:39][C:38]([O:41][CH2:42][C:43]2[CH:48]=[CH:47][CH:46]=[CH:45][CH:44]=2)=[CH:37][CH:36]=1.Cl. (3) Given the product [Cl:17][C:4]1[CH:3]=[C:2]([C:23]2[CH:24]=[CH:25][C:20]([O:19][CH3:18])=[CH:21][CH:22]=2)[C:10]2[N:9]3[CH2:11][CH2:12][NH:13][C:14](=[O:15])[C:8]3=[C:7]([CH3:16])[C:6]=2[CH:5]=1, predict the reactants needed to synthesize it. The reactants are: Br[C:2]1[C:10]2[N:9]3[CH2:11][CH2:12][NH:13][C:14](=[O:15])[C:8]3=[C:7]([CH3:16])[C:6]=2[CH:5]=[C:4]([Cl:17])[CH:3]=1.[CH3:18][O:19][C:20]1[CH:25]=[CH:24][C:23](B(O)O)=[CH:22][CH:21]=1.